This data is from Reaction yield outcomes from USPTO patents with 853,638 reactions. The task is: Predict the reaction yield, written as a fraction of the theoretical maximum amount of product (1.0 means a 100% yield; for example, 0.34 means a 34% yield). (1) The reactants are [Cl:1][C:2]1[CH:11]=[C:10]2[C:5]([C:6]([N:12]3[CH2:17][CH2:16][NH:15][CH:14]([CH2:18][C:19]([NH2:21])=[O:20])[CH2:13]3)=[N:7][CH:8]=[N:9]2)=[CH:4][C:3]=1[C:22]1[CH:27]=[CH:26][C:25]([Cl:28])=[CH:24][CH:23]=1.CCN(CC)CC.[C:36](Cl)(=[O:39])[CH:37]=[CH2:38]. The yield is 0.360. The catalyst is ClCCl. The product is [C:36]([N:15]1[CH2:16][CH2:17][N:12]([C:6]2[C:5]3[C:10](=[CH:11][C:2]([Cl:1])=[C:3]([C:22]4[CH:27]=[CH:26][C:25]([Cl:28])=[CH:24][CH:23]=4)[CH:4]=3)[N:9]=[CH:8][N:7]=2)[CH2:13][CH:14]1[CH2:18][C:19]([NH2:21])=[O:20])(=[O:39])[CH:37]=[CH2:38]. (2) The reactants are [Cl:1][C:2]1[C:3]([F:28])=[C:4]([CH:8]2[C:12]([C:15]3[CH:20]=[CH:19][C:18]([Cl:21])=[CH:17][C:16]=3[F:22])([C:13]#[N:14])[CH:11]([CH2:23][C:24]([CH3:27])([CH3:26])[CH3:25])[CH2:10][NH:9]2)[CH:5]=[CH:6][CH:7]=1.[CH3:29][S:30]([N:33]1[CH2:38][CH2:37][CH:36]([NH:39][C:40](N2C=CN=C2)=[O:41])[CH2:35][CH2:34]1)(=[O:32])=[O:31]. The catalyst is C(Cl)Cl. The product is [CH3:29][S:30]([N:33]1[CH2:38][CH2:37][CH:36]([NH:39][C:40]([N:9]2[CH2:10][CH:11]([CH2:23][C:24]([CH3:25])([CH3:27])[CH3:26])[C:12]([C:15]3[CH:20]=[CH:19][C:18]([Cl:21])=[CH:17][C:16]=3[F:22])([C:13]#[N:14])[CH:8]2[C:4]2[CH:5]=[CH:6][CH:7]=[C:2]([Cl:1])[C:3]=2[F:28])=[O:41])[CH2:35][CH2:34]1)(=[O:32])=[O:31]. The yield is 0.347. (3) The reactants are CS(O[CH2:6][CH2:7][C:8]1[CH:13]=[CH:12][CH:11]=[C:10]([N:14]2[CH2:18][CH2:17][NH:16][C:15]2=[O:19])[CH:9]=1)(=O)=O.[CH3:20][C:21]1[CH:30]=[CH:29][C:28]2[C:23](=[CH:24][CH:25]=[CH:26][C:27]=2[N:31]2[CH2:36][CH2:35][NH:34][CH2:33][CH2:32]2)[N:22]=1.C(N(C(C)C)CC)(C)C. The catalyst is C(#N)C. The product is [CH3:20][C:21]1[CH:30]=[CH:29][C:28]2[C:23](=[CH:24][CH:25]=[CH:26][C:27]=2[N:31]2[CH2:36][CH2:35][N:34]([CH2:6][CH2:7][C:8]3[CH:9]=[C:10]([N:14]4[CH2:18][CH2:17][NH:16][C:15]4=[O:19])[CH:11]=[CH:12][CH:13]=3)[CH2:33][CH2:32]2)[N:22]=1. The yield is 0.700. (4) The reactants are [CH3:1][CH:2]([N:4]1[C:12](/[CH:13]=[CH:14]/[C@H:15]([OH:24])[CH2:16][C@H:17]([OH:23])[CH2:18][C:19]([O:21]C)=[O:20])=[C:11]([C:25]2[CH:30]=[CH:29][C:28]([F:31])=[CH:27][CH:26]=2)[C:10]2[C:5]1=[CH:6][CH:7]=[CH:8][CH:9]=2)[CH3:3].CC(C)=O.[OH-].[Na+:37]. The catalyst is CCO. The product is [CH3:3][CH:2]([N:4]1[C:12](/[CH:13]=[CH:14]/[CH:15]([OH:24])[CH2:16][CH:17]([OH:23])[CH2:18][C:19]([O-:21])=[O:20])=[C:11]([C:25]2[CH:26]=[CH:27][C:28]([F:31])=[CH:29][CH:30]=2)[C:10]2[CH:9]=[CH:8][CH:7]=[CH:6][C:5]1=2)[CH3:1].[Na+:37]. The yield is 0.808. (5) The reactants are [O:1]=[C:2]([N:21]1[CH2:26][CH2:25][N:24]([C:27](=[O:38])[C:28]2[CH:33]=[CH:32][CH:31]=[CH:30][C:29]=2[C:34]([F:37])([F:36])[F:35])[CH2:23][CH2:22]1)[CH2:3][NH:4][C:5]([C:7]1[CH:11]=[C:10]([C:12]2[CH:17]=[CH:16][CH:15]=[CH:14][C:13]=2[N+:18]([O-])=O)[NH:9][N:8]=1)=[O:6].CO. The catalyst is [Pd].C1COCC1. The product is [O:1]=[C:2]([N:21]1[CH2:22][CH2:23][N:24]([C:27](=[O:38])[C:28]2[CH:33]=[CH:32][CH:31]=[CH:30][C:29]=2[C:34]([F:35])([F:37])[F:36])[CH2:25][CH2:26]1)[CH2:3][NH:4][C:5]([C:7]1[CH:11]=[C:10]([C:12]2[CH:17]=[CH:16][CH:15]=[CH:14][C:13]=2[NH2:18])[NH:9][N:8]=1)=[O:6]. The yield is 0.270. (6) The reactants are [OH-].[Na+].[OH:3][CH2:4][CH2:5][CH2:6][O:7][C:8]1[CH:13]=[CH:12][C:11]([C:14]2[CH:19]=[CH:18][C:17]([C:20]([O:22]CC)=[O:21])=[CH:16][CH:15]=2)=[CH:10][C:9]=1[C:25]1[CH:34]=[CH:33][C:32]2[C:31]([CH3:36])([CH3:35])[CH2:30][CH2:29][C:28]([CH3:38])([CH3:37])[C:27]=2[CH:26]=1.Cl. The catalyst is O1CCCC1. The product is [OH:3][CH2:4][CH2:5][CH2:6][O:7][C:8]1[CH:13]=[CH:12][C:11]([C:14]2[CH:15]=[CH:16][C:17]([C:20]([OH:22])=[O:21])=[CH:18][CH:19]=2)=[CH:10][C:9]=1[C:25]1[CH:34]=[CH:33][C:32]2[C:31]([CH3:36])([CH3:35])[CH2:30][CH2:29][C:28]([CH3:38])([CH3:37])[C:27]=2[CH:26]=1. The yield is 0.900. (7) The reactants are CC#N.[F:4][C:5]1[CH:6]=[C:7]([C:11]2[CH:16]=[C:15]([O:17][CH3:18])[CH:14]=[CH:13][N:12]=2)[CH:8]=[CH:9][CH:10]=1.[Br:19]N1C(=O)CCC1=O.CCOC(C)=O. The catalyst is [Al]. The product is [Br:19][C:14]1[C:15]([O:17][CH3:18])=[CH:16][C:11]([C:7]2[CH:8]=[CH:9][CH:10]=[C:5]([F:4])[CH:6]=2)=[N:12][CH:13]=1. The yield is 0.137.